From a dataset of Full USPTO retrosynthesis dataset with 1.9M reactions from patents (1976-2016). Predict the reactants needed to synthesize the given product. (1) The reactants are: [CH3:1][C@@:2]1([CH2:13][N:14]2[CH2:19][CH2:18][N:17]([C:20](OC(C)(C)C)=[O:21])[CH2:16][CH2:15]2)[O:6][C:5]2=[N:7][C:8]([N+:10]([O-:12])=[O:11])=[CH:9][N:4]2[CH2:3]1.FC(F)(F)C(O)=O.C(N(CC)CC)C.C(=O)([O-])[O-].[K+].[K+].[F:47][C:48]([F:65])([F:64])[C:49]1[CH:54]=[CH:53][C:52]([CH:55]2[CH2:60][CH2:59][N:58](C(Cl)=O)[CH2:57][CH2:56]2)=[CH:51][CH:50]=1. Given the product [CH3:1][C@@:2]1([CH2:13][N:14]2[CH2:15][CH2:16][N:17]([C:20]([N:58]3[CH2:59][CH2:60][CH:55]([C:52]4[CH:53]=[CH:54][C:49]([C:48]([F:47])([F:64])[F:65])=[CH:50][CH:51]=4)[CH2:56][CH2:57]3)=[O:21])[CH2:18][CH2:19]2)[O:6][C:5]2=[N:7][C:8]([N+:10]([O-:12])=[O:11])=[CH:9][N:4]2[CH2:3]1, predict the reactants needed to synthesize it. (2) Given the product [C:31]([C:19]1[C:20]([C:22]2[C:30]3[C:25](=[CH:26][CH:27]=[CH:28][CH:29]=3)[NH:24][CH:23]=2)=[N:21][C:16]([NH:15][C:13]2[CH:12]=[CH:11][C:10]([CH3:33])=[C:9]([NH:8][C:6](=[O:7])[C:5]3[CH:34]=[CH:35][C:2]([NH:1][C:49](=[O:50])/[CH:48]=[CH:44]/[CH2:42][N:38]([CH3:37])[CH3:39])=[CH:3][CH:4]=3)[CH:14]=2)=[N:17][CH:18]=1)#[N:32], predict the reactants needed to synthesize it. The reactants are: [NH2:1][C:2]1[CH:35]=[CH:34][C:5]([C:6]([NH:8][C:9]2[CH:14]=[C:13]([NH:15][C:16]3[N:21]=[C:20]([C:22]4[C:30]5[C:25](=[CH:26][CH:27]=[CH:28][CH:29]=5)[NH:24][CH:23]=4)[C:19]([C:31]#[N:32])=[CH:18][N:17]=3)[CH:12]=[CH:11][C:10]=2[CH3:33])=[O:7])=[CH:4][CH:3]=1.C[CH2:37][N:38]([CH:42]([CH3:44])C)[CH:39](C)C.BrC/C=[CH:48]/[C:49](Cl)=[O:50].CNC. (3) Given the product [Cl:13][C:14]1[N:15]=[N:16][C:17]([NH:9][C:7](=[O:8])[N:6]([CH:4]([CH3:5])[CH:3]([O:11][CH3:12])[O:2][CH3:1])[CH3:10])=[CH:18][C:19]=1[C:20]([F:23])([CH3:21])[CH3:22], predict the reactants needed to synthesize it. The reactants are: [CH3:1][O:2][CH:3]([O:11][CH3:12])[CH:4]([N:6]([CH3:10])[C:7]([NH2:9])=[O:8])[CH3:5].[Cl:13][C:14]1[N:15]=[N:16][C:17](Cl)=[CH:18][C:19]=1[C:20]([F:23])([CH3:22])[CH3:21].C(=O)([O-])[O-].[K+].[K+].C1(P(C2C=CC=CC=2)C2C3OC4C(=CC=CC=4P(C4C=CC=CC=4)C4C=CC=CC=4)C(C)(C)C=3C=CC=2)C=CC=CC=1.